Dataset: Forward reaction prediction with 1.9M reactions from USPTO patents (1976-2016). Task: Predict the product of the given reaction. (1) Given the reactants O[CH2:2][CH2:3][CH2:4][CH2:5][CH2:6][CH2:7][CH2:8][CH2:9][CH2:10][CH2:11][CH2:12][N:13]([CH3:18])[C:14](=[O:17])[CH:15]=[CH2:16].P(Br)(Br)[Br:20], predict the reaction product. The product is: [Br:20][CH2:2][CH2:3][CH2:4][CH2:5][CH2:6][CH2:7][CH2:8][CH2:9][CH2:10][CH2:11][CH2:12][N:13]([CH3:18])[C:14](=[O:17])[CH:15]=[CH2:16]. (2) Given the reactants [CH3:1][C:2]([N+:7]([O-:9])=[O:8])([CH2:5][OH:6])[CH2:3][OH:4].C(N([CH2:15][CH3:16])CC)C.[S:17](Cl)([C:20]1[CH:26]=[CH:25][C:23]([CH3:24])=[CH:22][CH:21]=1)(=[O:19])=[O:18], predict the reaction product. The product is: [S:17]([O:4][CH2:3][C:2]([CH3:1])([N+:7]([O-:9])=[O:8])[CH2:5][O:6][S:17]([C:16]1[CH:15]=[CH:24][C:23]([CH3:25])=[CH:22][CH:21]=1)(=[O:19])=[O:18])([C:20]1[CH:26]=[CH:25][C:23]([CH3:24])=[CH:22][CH:21]=1)(=[O:19])=[O:18].